Dataset: Forward reaction prediction with 1.9M reactions from USPTO patents (1976-2016). Task: Predict the product of the given reaction. Given the reactants C1C2C(COC([N:18]3[CH2:22][CH2:21][CH2:20][CH:19]3[C:23](=[O:38])[NH:24][CH2:25][C:26]3[CH:31]=[C:30]([CH3:32])[N:29]=[C:28]([N:33]4[CH:37]=[CH:36][N:35]=[CH:34]4)[N:27]=3)=O)C3C(=CC=CC=3)C=2C=CC=1.N1CCCCC1, predict the reaction product. The product is: [N:33]1([C:28]2[N:27]=[C:26]([CH2:25][NH:24][C:23]([CH:19]3[CH2:20][CH2:21][CH2:22][NH:18]3)=[O:38])[CH:31]=[C:30]([CH3:32])[N:29]=2)[CH:37]=[CH:36][N:35]=[CH:34]1.